From a dataset of Retrosynthesis with 50K atom-mapped reactions and 10 reaction types from USPTO. Predict the reactants needed to synthesize the given product. (1) Given the product O=c1[nH]c2cc(Cl)ccc2n1C1CCN(CCCNc2ccccc2[N+](=O)[O-])CC1, predict the reactants needed to synthesize it. The reactants are: O=[N+]([O-])c1ccccc1NCCCCl.O=c1[nH]c2cc(Cl)ccc2n1C1CCNCC1. (2) The reactants are: O=C(O)c1ccccc1.O=C(OCc1ccccc1)N1CCC[C@]2(CCN([C@H]3CC[C@H](O)CC3)C2=O)C1. Given the product O=C(O[C@H]1CC[C@@H](N2CC[C@]3(CCCN(C(=O)OCc4ccccc4)C3)C2=O)CC1)c1ccccc1, predict the reactants needed to synthesize it. (3) Given the product O=C1c2c(O)c(=O)nc(CC3(c4cccc5ccccc45)CCCC3)n2CCN1C1CCOCC1, predict the reactants needed to synthesize it. The reactants are: O=C1c2c(OCc3ccccc3)c(=O)nc(CC3(c4cccc5ccccc45)CCCC3)n2CCN1C1CCOCC1. (4) Given the product CC(C)c1ccc(C(O)c2c(C3CCCC3)nc3c(c2I)[C@@H](O[Si](C)(C)C(C)(C)C)CC(C)(C)C3)cc1, predict the reactants needed to synthesize it. The reactants are: CC(C)c1ccc([Mg+])cc1.CC1(C)Cc2nc(C3CCCC3)c(C=O)c(I)c2[C@@H](O[Si](C)(C)C(C)(C)C)C1.